This data is from Catalyst prediction with 721,799 reactions and 888 catalyst types from USPTO. The task is: Predict which catalyst facilitates the given reaction. (1) Reactant: [Br:1][CH2:2][C:3]([C:5]1[C:6](=[O:16])[O:7][C:8]2[C:13]([CH:14]=1)=[CH:12][CH:11]=[C:10]([F:15])[CH:9]=2)=[O:4].[CH3:17][C:18]1[CH:23]=[CH:22][CH:21]=[CH:20][N:19]=1. Product: [Br-:1].[F:15][C:10]1[CH:9]=[C:8]2[C:13]([CH:14]=[C:5]([C:3](=[O:4])[CH2:2][N+:19]3[CH:20]=[CH:21][CH:22]=[CH:23][C:18]=3[CH3:17])[C:6](=[O:16])[O:7]2)=[CH:12][CH:11]=1. The catalyst class is: 21. (2) Reactant: [OH:1][C@:2]12[CH2:11][CH2:10][CH2:9][CH2:8][C@H:7]1[O:6][C@@H:5]([C:12]1[CH:17]=[CH:16][N:15]=[CH:14][C:13]=1[N+:18]([O-:20])=[O:19])[CH2:4][C:3]2=[O:21].[BH4-].[Na+]. Product: [N+:18]([C:13]1[CH:14]=[N:15][CH:16]=[CH:17][C:12]=1[C@H:5]1[CH2:4][C@@H:3]([OH:21])[C@:2]2([OH:1])[C@@H:7]([CH2:8][CH2:9][CH2:10][CH2:11]2)[O:6]1)([O-:20])=[O:19]. The catalyst class is: 5.